From a dataset of Catalyst prediction with 721,799 reactions and 888 catalyst types from USPTO. Predict which catalyst facilitates the given reaction. (1) The catalyst class is: 3. Product: [F:1][CH:2]1[CH2:7][CH2:6][N:5]([C:10]2[CH:18]=[C:17]([NH2:19])[C:16]([N+:20]([O-:22])=[O:21])=[CH:15][C:11]=2[C:12]([OH:14])=[O:13])[CH2:4][CH2:3]1. Reactant: [F:1][CH:2]1[CH2:7][CH2:6][NH:5][CH2:4][CH2:3]1.Cl.F[C:10]1[CH:18]=[C:17]([NH2:19])[C:16]([N+:20]([O-:22])=[O:21])=[CH:15][C:11]=1[C:12]([OH:14])=[O:13]. (2) Reactant: [NH2:1][C:2]1[CH:15]=[C:14]([F:16])[C:13]([F:17])=[CH:12][C:3]=1[C:4]([NH:6][C:7]([CH3:11])([C:9]#[CH:10])[CH3:8])=[O:5].ClCCCl.[CH3:22][C:23]([CH3:25])=O.C(O[BH-](OC(=O)C)OC(=O)C)(=O)C.[Na+]. Product: [F:16][C:14]1[C:13]([F:17])=[CH:12][C:3]([C:4]([NH:6][C:7]([CH3:11])([C:9]#[CH:10])[CH3:8])=[O:5])=[C:2]([NH:1][CH:23]([CH3:25])[CH3:22])[CH:15]=1. The catalyst class is: 15. (3) Reactant: [CH:1](=O)[CH2:2][CH2:3][CH2:4][CH2:5][CH2:6][CH2:7][CH3:8].[O-]S([O-])(=O)=O.[Na+].[Na+].[CH2:17]([O:24][NH2:25])[C:18]1[CH:23]=[CH:22][CH:21]=[CH:20][CH:19]=1.N#N. Product: [CH2:17]([O:24][N:25]=[CH:1][CH2:2][CH2:3][CH2:4][CH2:5][CH2:6][CH2:7][CH3:8])[C:18]1[CH:23]=[CH:22][CH:21]=[CH:20][CH:19]=1. The catalyst class is: 4.